Dataset: NCI-60 drug combinations with 297,098 pairs across 59 cell lines. Task: Regression. Given two drug SMILES strings and cell line genomic features, predict the synergy score measuring deviation from expected non-interaction effect. (1) Drug 1: C1=CC(=CC=C1CC(C(=O)O)N)N(CCCl)CCCl.Cl. Drug 2: CN(C(=O)NC(C=O)C(C(C(CO)O)O)O)N=O. Cell line: SF-295. Synergy scores: CSS=14.9, Synergy_ZIP=-3.78, Synergy_Bliss=0.738, Synergy_Loewe=0.871, Synergy_HSA=1.77. (2) Drug 1: CC1=CC2C(CCC3(C2CCC3(C(=O)C)OC(=O)C)C)C4(C1=CC(=O)CC4)C. Drug 2: C1C(C(OC1N2C=NC3=C(N=C(N=C32)Cl)N)CO)O. Cell line: UACC62. Synergy scores: CSS=1.99, Synergy_ZIP=-1.55, Synergy_Bliss=-0.926, Synergy_Loewe=-8.50, Synergy_HSA=-1.28. (3) Drug 1: CC1=C(C(CCC1)(C)C)C=CC(=CC=CC(=CC(=O)O)C)C. Drug 2: CNC(=O)C1=NC=CC(=C1)OC2=CC=C(C=C2)NC(=O)NC3=CC(=C(C=C3)Cl)C(F)(F)F. Cell line: RPMI-8226. Synergy scores: CSS=36.3, Synergy_ZIP=7.18, Synergy_Bliss=0.959, Synergy_Loewe=-19.0, Synergy_HSA=-1.73. (4) Drug 1: CS(=O)(=O)C1=CC(=C(C=C1)C(=O)NC2=CC(=C(C=C2)Cl)C3=CC=CC=N3)Cl. Drug 2: CNC(=O)C1=CC=CC=C1SC2=CC3=C(C=C2)C(=NN3)C=CC4=CC=CC=N4. Cell line: LOX IMVI. Synergy scores: CSS=20.5, Synergy_ZIP=-2.66, Synergy_Bliss=4.14, Synergy_Loewe=5.52, Synergy_HSA=5.49. (5) Drug 1: CC1=C(C=C(C=C1)NC(=O)C2=CC=C(C=C2)CN3CCN(CC3)C)NC4=NC=CC(=N4)C5=CN=CC=C5. Drug 2: CS(=O)(=O)OCCCCOS(=O)(=O)C. Cell line: K-562. Synergy scores: CSS=58.0, Synergy_ZIP=-1.19, Synergy_Bliss=-3.70, Synergy_Loewe=-40.7, Synergy_HSA=-3.73. (6) Drug 1: C1=NC(=NC(=O)N1C2C(C(C(O2)CO)O)O)N. Drug 2: C1=NNC2=C1C(=O)NC=N2. Cell line: K-562. Synergy scores: CSS=47.2, Synergy_ZIP=-0.0596, Synergy_Bliss=0.508, Synergy_Loewe=-25.9, Synergy_HSA=0.476.